From a dataset of Reaction yield outcomes from USPTO patents with 853,638 reactions. Predict the reaction yield, written as a fraction of the theoretical maximum amount of product (1.0 means a 100% yield; for example, 0.34 means a 34% yield). (1) The product is [Cl:27][C:28]1[CH:35]=[CH:34][CH:33]=[CH:32][C:29]=1[CH2:30][NH:31][C:14]([C:13]1[CH:12]=[CH:11][C:10]([N:6]2[C:7](=[O:9])[CH2:8][C:2](=[O:1])[NH:3][C:4]3[C:26]4[C:21]([CH:20]=[CH:19][C:5]2=3)=[CH:22][CH:23]=[CH:24][CH:25]=4)=[CH:18][CH:17]=1)=[O:16]. The reactants are [O:1]=[C:2]1[CH2:8][C:7](=[O:9])[N:6]([C:10]2[CH:18]=[CH:17][C:13]([C:14]([OH:16])=O)=[CH:12][CH:11]=2)[C:5]2[CH:19]=[CH:20][C:21]3[C:26]([C:4]=2[NH:3]1)=[CH:25][CH:24]=[CH:23][CH:22]=3.[Cl:27][C:28]1[CH:35]=[CH:34][CH:33]=[CH:32][C:29]=1[CH2:30][NH2:31].C1(NC(C2C=CC(N3C(=O)CC(=O)NC4C5C(C=CC3=4)=CC=CC=5)=CC=2)=O)C=CC=CC=1. No catalyst specified. The yield is 0.150. (2) The reactants are [N+:1]([C:4]1[CH:9]=[CH:8][C:7]([CH2:10][CH2:11][C:12]2[O:13][CH:14]=[C:15]([C:17]3[CH:26]=[CH:25][C:24]4[C:23]([CH3:28])([CH3:27])[CH2:22][CH2:21][C:20]([CH3:30])([CH3:29])[C:19]=4[CH:18]=3)[N:16]=2)=[CH:6][CH:5]=1)([O-])=O.O.C(=O)([O-])O. The catalyst is C(OCC)(=O)C. The product is [CH3:27][C:23]1([CH3:28])[CH2:22][CH2:21][C:20]([CH3:29])([CH3:30])[C:19]2[CH:18]=[C:17]([C:15]3[N:16]=[C:12]([CH2:11][CH2:10][C:7]4[CH:6]=[CH:5][C:4]([NH2:1])=[CH:9][CH:8]=4)[O:13][CH:14]=3)[CH:26]=[CH:25][C:24]1=2. The yield is 0.800. (3) The reactants are [N:1]1([C:7]2[C:8]3[N:16]=[C:15]([C:17]4[CH:18]=[N:19][CH:20]=[CH:21][CH:22]=4)[S:14][C:9]=3[N:10]=[C:11]([NH2:13])[N:12]=2)[CH2:6][CH2:5][NH:4][CH2:3][CH2:2]1.[CH3:23][O:24][C:25]1[CH:35]=[CH:34][C:28]([O:29][CH2:30][C:31](O)=[O:32])=[CH:27][CH:26]=1. No catalyst specified. The product is [NH2:13][C:11]1[N:12]=[C:7]([N:1]2[CH2:6][CH2:5][N:4]([C:31](=[O:32])[CH2:30][O:29][C:28]3[CH:34]=[CH:35][C:25]([O:24][CH3:23])=[CH:26][CH:27]=3)[CH2:3][CH2:2]2)[C:8]2[N:16]=[C:15]([C:17]3[CH:18]=[N:19][CH:20]=[CH:21][CH:22]=3)[S:14][C:9]=2[N:10]=1. The yield is 0.520. (4) The reactants are [Br:1][C:2]1[CH:26]=[CH:25][C:5]2[C:6]([CH3:24])=[N:7][CH:8]([NH:13]C(=O)OCC3C=CC=CC=3)[C:9](=[O:12])[N:10]([CH3:11])[C:4]=2[CH:3]=1.CS(O)(=O)=O.[OH-].[NH4+]. The catalyst is C1(OC)C=CC=CC=1. The product is [NH2:13][CH:8]1[N:7]=[C:6]([CH3:24])[C:5]2[CH:25]=[CH:26][C:2]([Br:1])=[CH:3][C:4]=2[N:10]([CH3:11])[C:9]1=[O:12]. The yield is 0.820. (5) The reactants are C[Al](C)C.[O:5]([CH2:23][CH2:24][NH:25][CH3:26])[Si:6]([C:19]([CH3:22])([CH3:21])[CH3:20])([C:13]1[CH:18]=[CH:17][CH:16]=[CH:15][CH:14]=1)[C:7]1[CH:12]=[CH:11][CH:10]=[CH:9][CH:8]=1.[C:27]([C:29]1[C:34]2[N:35]=[C:36]([C:38](OCC)=[O:39])[O:37][C:33]=2[C:32]([F:43])=[C:31]([C:44]2[CH:49]=[CH:48][CH:47]=[CH:46][CH:45]=2)[C:30]=1[CH3:50])#[N:28].Cl. The catalyst is ClCCl. The product is [O:5]([CH2:23][CH2:24][N:25]([CH3:26])[C:38]([C:36]1[O:37][C:33]2[C:32]([F:43])=[C:31]([C:44]3[CH:49]=[CH:48][CH:47]=[CH:46][CH:45]=3)[C:30]([CH3:50])=[C:29]([C:27]#[N:28])[C:34]=2[N:35]=1)=[O:39])[Si:6]([C:19]([CH3:20])([CH3:21])[CH3:22])([C:13]1[CH:14]=[CH:15][CH:16]=[CH:17][CH:18]=1)[C:7]1[CH:12]=[CH:11][CH:10]=[CH:9][CH:8]=1. The yield is 0.670. (6) The reactants are Br[C:2]1[CH:9]=[CH:8][C:5]([CH2:6][OH:7])=[CH:4][C:3]=1[CH3:10].[C:11]([C:13]1[CH:18]=[CH:17][CH:16]=[CH:15][C:14]=1OB(O)O)#[N:12].ClCCl.C(=O)([O-])[O-].[Na+].[Na+]. The catalyst is [Br-].C([N+](CCCC)(CCCC)CCCC)CCC.C1C=CC(P(C2C=CC=CC=2)[C-]2C=CC=C2)=CC=1.C1C=CC(P(C2C=CC=CC=2)[C-]2C=CC=C2)=CC=1.Cl[Pd]Cl.[Fe+2].C1(C)C=CC=CC=1. The product is [OH:7][CH2:6][C:5]1[CH:8]=[CH:9][C:2]([C:14]2[C:13]([C:11]#[N:12])=[CH:18][CH:17]=[CH:16][CH:15]=2)=[C:3]([CH3:10])[CH:4]=1. The yield is 0.240.